The task is: Predict the product of the given reaction.. This data is from Forward reaction prediction with 1.9M reactions from USPTO patents (1976-2016). (1) The product is: [CH3:1][O:2][C:3]1[CH:28]=[CH:27][CH:26]=[CH:25][C:4]=1[CH2:5][NH:6][C:7]([C:9]1[N:13]([CH2:14][CH:15]2[CH2:20][CH2:19][N:18]([CH2:36][CH2:37][N:38]([CH3:46])[C:39](=[O:45])[O:40][C:41]([CH3:43])([CH3:42])[CH3:44])[CH2:17][CH2:16]2)[N:12]=[C:11]([C:21]([F:22])([F:23])[F:24])[CH:10]=1)=[O:8]. Given the reactants [CH3:1][O:2][C:3]1[CH:28]=[CH:27][CH:26]=[CH:25][C:4]=1[CH2:5][NH:6][C:7]([C:9]1[N:13]([CH2:14][CH:15]2[CH2:20][CH2:19][NH:18][CH2:17][CH2:16]2)[N:12]=[C:11]([C:21]([F:24])([F:23])[F:22])[CH:10]=1)=[O:8].C(=O)([O-])[O-].[K+].[K+].Br[CH2:36][CH2:37][N:38]([CH3:46])[C:39](=[O:45])[O:40][C:41]([CH3:44])([CH3:43])[CH3:42].Br[C@H]1CCN(C(OC(C)(C)C)=O)C1.OCCN(C)C(=O)OC(C)(C)C, predict the reaction product. (2) Given the reactants [Br:1][C:2]1[C:11]2[O:12][CH2:13][N:9]3[C:10]=2[C:5]([C:6]([CH3:15])=[CH:7][C:8]3=[O:14])=[CH:4][CH:3]=1.[Se]=[O:17].ClC1C=CC=CC=1Cl, predict the reaction product. The product is: [Br:1][C:2]1[C:11]2[O:12][CH2:13][N:9]3[C:10]=2[C:5]([C:6]([CH:15]=[O:17])=[CH:7][C:8]3=[O:14])=[CH:4][CH:3]=1. (3) Given the reactants [CH3:1][C:2]1[CH:3]=[C:4]([O:15][C:16]2[C:25]3[C:20](=[CH:21][C:22]([OH:28])=[C:23]([O:26][CH3:27])[CH:24]=3)[N:19]=[CH:18][CH:17]=2)[C:5]([C:9]2[CH:10]=[N:11][CH:12]=[CH:13][CH:14]=2)=[N:6][C:7]=1[CH3:8].C(=O)([O-])[O-].[K+].[K+].Br[CH2:36][CH2:37][CH2:38][OH:39], predict the reaction product. The product is: [CH3:1][C:2]1[CH:3]=[C:4]([O:15][C:16]2[C:25]3[C:20](=[CH:21][C:22]([O:28][CH2:36][CH2:37][CH2:38][OH:39])=[C:23]([O:26][CH3:27])[CH:24]=3)[N:19]=[CH:18][CH:17]=2)[C:5]([C:9]2[CH:10]=[N:11][CH:12]=[CH:13][CH:14]=2)=[N:6][C:7]=1[CH3:8]. (4) Given the reactants [CH3:1][N:2]1[C@@H:19]2[CH2:20][C:7]3[CH:8]=[CH:9][C:10]([O:22][CH3:23])=[C:11]4[O:12][C@H:13]5[C:14]([CH2:16][CH2:17][C@:18]2([OH:21])[C@:5]5([C:6]=34)[CH2:4][CH2:3]1)=[O:15].O.[ClH:25].C(O)C, predict the reaction product. The product is: [CH3:1][N:2]1[C@@H:19]2[CH2:20][C:7]3[CH:8]=[CH:9][C:10]([O:22][CH3:23])=[C:11]4[O:12][C@H:13]5[C:14]([CH2:16][CH2:17][C@:18]2([OH:21])[C@:5]5([C:6]=34)[CH2:4][CH2:3]1)=[O:15].[ClH:25]. (5) The product is: [NH2:2][CH2:10][CH2:11][C:12]1[CH:13]=[C:14]([NH:22][C:23]([CH:25]2[CH2:34][C:33]3[CH:32]=[C:31]([O:35][C:36]4[CH:41]=[CH:40][N:39]=[C:38]([C:42]([NH:44][CH3:45])=[O:43])[CH:37]=4)[CH:30]=[CH:29][C:28]=3[CH2:27][CH2:26]2)=[O:24])[CH:15]=[C:16]([C:18]([F:21])([F:19])[F:20])[CH:17]=1. Given the reactants C1C2C(=CC=CC=2)C[N:2]1[CH2:10][CH2:11][C:12]1[CH:13]=[C:14]([NH:22][C:23]([CH:25]2[CH2:34][C:33]3[CH:32]=[C:31]([O:35][C:36]4[CH:41]=[CH:40][N:39]=[C:38]([C:42]([NH:44][CH3:45])=[O:43])[CH:37]=4)[CH:30]=[CH:29][C:28]=3[CH2:27][CH2:26]2)=[O:24])[CH:15]=[C:16]([C:18]([F:21])([F:20])[F:19])[CH:17]=1.C(N)CN, predict the reaction product. (6) Given the reactants C([O:8][C:9]1[CH:34]=[CH:33][C:12]([O:13][C:14]2[CH:19]=[CH:18][C:17]([C:20]3[N:21]=[C:22]([CH2:25][O:26][C:27]4[CH:32]=[CH:31][CH:30]=[CH:29][CH:28]=4)[NH:23][CH:24]=3)=[CH:16][CH:15]=2)=[CH:11][CH:10]=1)C1C=CC=CC=1, predict the reaction product. The product is: [O:26]([CH2:25][C:22]1[NH:23][CH:24]=[C:20]([C:17]2[CH:18]=[CH:19][C:14]([O:13][C:12]3[CH:11]=[CH:10][C:9]([OH:8])=[CH:34][CH:33]=3)=[CH:15][CH:16]=2)[N:21]=1)[C:27]1[CH:32]=[CH:31][CH:30]=[CH:29][CH:28]=1. (7) Given the reactants [F:1][CH:2]([F:18])[CH2:3][NH:4][S:5]([C:8]1[CH:9]=[C:10]([C:14]([O:16]C)=[O:15])[N:11]([CH3:13])[CH:12]=1)(=[O:7])=[O:6].[OH-].[Li+].CO.Cl, predict the reaction product. The product is: [F:18][CH:2]([F:1])[CH2:3][NH:4][S:5]([C:8]1[CH:9]=[C:10]([C:14]([OH:16])=[O:15])[N:11]([CH3:13])[CH:12]=1)(=[O:7])=[O:6].